The task is: Regression. Given two drug SMILES strings and cell line genomic features, predict the synergy score measuring deviation from expected non-interaction effect.. This data is from NCI-60 drug combinations with 297,098 pairs across 59 cell lines. (1) Drug 1: CC1=C(C=C(C=C1)NC2=NC=CC(=N2)N(C)C3=CC4=NN(C(=C4C=C3)C)C)S(=O)(=O)N.Cl. Drug 2: CN(CC1=CN=C2C(=N1)C(=NC(=N2)N)N)C3=CC=C(C=C3)C(=O)NC(CCC(=O)O)C(=O)O. Cell line: HOP-62. Synergy scores: CSS=30.3, Synergy_ZIP=-0.892, Synergy_Bliss=-0.299, Synergy_Loewe=-21.0, Synergy_HSA=0.969. (2) Drug 1: CC1=C2C(C(=O)C3(C(CC4C(C3C(C(C2(C)C)(CC1OC(=O)C(C(C5=CC=CC=C5)NC(=O)OC(C)(C)C)O)O)OC(=O)C6=CC=CC=C6)(CO4)OC(=O)C)OC)C)OC. Drug 2: CC1C(C(CC(O1)OC2CC(OC(C2O)C)OC3=CC4=CC5=C(C(=O)C(C(C5)C(C(=O)C(C(C)O)O)OC)OC6CC(C(C(O6)C)O)OC7CC(C(C(O7)C)O)OC8CC(C(C(O8)C)O)(C)O)C(=C4C(=C3C)O)O)O)O. Cell line: SNB-75. Synergy scores: CSS=38.6, Synergy_ZIP=16.2, Synergy_Bliss=15.9, Synergy_Loewe=-1.86, Synergy_HSA=16.9. (3) Drug 1: C1CCC(CC1)NC(=O)N(CCCl)N=O. Drug 2: C(CN)CNCCSP(=O)(O)O. Cell line: TK-10. Synergy scores: CSS=-0.368, Synergy_ZIP=-4.14, Synergy_Bliss=-8.72, Synergy_Loewe=-11.6, Synergy_HSA=-8.76. (4) Drug 1: CC1OCC2C(O1)C(C(C(O2)OC3C4COC(=O)C4C(C5=CC6=C(C=C35)OCO6)C7=CC(=C(C(=C7)OC)O)OC)O)O. Drug 2: C(CC(=O)O)C(=O)CN.Cl. Cell line: T-47D. Synergy scores: CSS=30.5, Synergy_ZIP=-10.3, Synergy_Bliss=-5.61, Synergy_Loewe=-33.0, Synergy_HSA=-4.04. (5) Drug 1: COC1=C(C=C2C(=C1)N=CN=C2NC3=CC(=C(C=C3)F)Cl)OCCCN4CCOCC4. Drug 2: C1=C(C(=O)NC(=O)N1)F. Cell line: HT29. Synergy scores: CSS=44.4, Synergy_ZIP=-12.2, Synergy_Bliss=-14.8, Synergy_Loewe=-10.7, Synergy_HSA=-9.02. (6) Drug 1: CC12CCC3C(C1CCC2O)C(CC4=C3C=CC(=C4)O)CCCCCCCCCS(=O)CCCC(C(F)(F)F)(F)F. Drug 2: CNC(=O)C1=NC=CC(=C1)OC2=CC=C(C=C2)NC(=O)NC3=CC(=C(C=C3)Cl)C(F)(F)F. Cell line: SK-MEL-5. Synergy scores: CSS=-4.72, Synergy_ZIP=-0.101, Synergy_Bliss=-3.81, Synergy_Loewe=-7.45, Synergy_HSA=-7.28. (7) Drug 1: CC=C1C(=O)NC(C(=O)OC2CC(=O)NC(C(=O)NC(CSSCCC=C2)C(=O)N1)C(C)C)C(C)C. Drug 2: N.N.Cl[Pt+2]Cl. Synergy scores: CSS=75.4, Synergy_ZIP=0.978, Synergy_Bliss=0.693, Synergy_Loewe=-3.99, Synergy_HSA=-0.718. Cell line: CCRF-CEM. (8) Drug 1: CNC(=O)C1=CC=CC=C1SC2=CC3=C(C=C2)C(=NN3)C=CC4=CC=CC=N4. Drug 2: C1=CC=C(C=C1)NC(=O)CCCCCCC(=O)NO. Cell line: MALME-3M. Synergy scores: CSS=31.6, Synergy_ZIP=6.09, Synergy_Bliss=10.4, Synergy_Loewe=5.68, Synergy_HSA=9.79. (9) Drug 2: CC(C)CN1C=NC2=C1C3=CC=CC=C3N=C2N. Synergy scores: CSS=8.29, Synergy_ZIP=0.613, Synergy_Bliss=1.29, Synergy_Loewe=2.84, Synergy_HSA=0.692. Drug 1: C(=O)(N)NO. Cell line: HCT116.